From a dataset of Catalyst prediction with 721,799 reactions and 888 catalyst types from USPTO. Predict which catalyst facilitates the given reaction. (1) Reactant: [Cl:1][C:2]1[C:10]2[N:9]=[C:8]([NH:11][C:12]3[CH:13]=[N:14][C:15]([N:19]([CH3:21])[CH3:20])=[CH:16][C:17]=3[CH3:18])[N:7]([CH2:22][CH:23](O)[CH3:24])[C:6]=2[C:5]([CH:26]([CH2:29][CH3:30])[CH2:27][CH3:28])=[CH:4][CH:3]=1.CS(Cl)(=O)=O.C(=O)(O)[O-].[Na+].C(=O)([O-])[O-].[K+].[K+]. Product: [Cl:1][C:2]1[C:10]2[N:9]=[C:8]3[N:11]([C:12]4[C:17]([CH3:18])=[CH:16][C:15]([N:19]([CH3:21])[CH3:20])=[N:14][CH:13]=4)[CH:23]([CH3:24])[CH2:22][N:7]3[C:6]=2[C:5]([CH:26]([CH2:29][CH3:30])[CH2:27][CH3:28])=[CH:4][CH:3]=1. The catalyst class is: 228. (2) Reactant: [N+:1]([C:4]1[CH:5]=[C:6]([CH:10]=[C:11]([C:13]([F:16])([F:15])[F:14])[CH:12]=1)[C:7]([OH:9])=O)([O-:3])=[O:2].F[P-](F)(F)(F)(F)F.N1(O[P+](N2CCCC2)(N2CCCC2)N2CCCC2)C2C=CC=CC=2N=N1.C(N(C(C)C)CC)(C)C.[CH2:59]([O:61][C:62]([C:64]1[CH:65]=[N:66][N:67]2[C:72]([C:73]3[CH:78]=[CH:77][CH:76]=[C:75]([NH2:79])[CH:74]=3)=[CH:71][CH:70]=[N:69][C:68]=12)=[O:63])[CH3:60]. Product: [N+:1]([C:4]1[CH:5]=[C:6]([CH:10]=[C:11]([C:13]([F:16])([F:15])[F:14])[CH:12]=1)[C:7]([NH:79][C:75]1[CH:74]=[C:73]([C:72]2[N:67]3[N:66]=[CH:65][C:64]([C:62]([O:61][CH2:59][CH3:60])=[O:63])=[C:68]3[N:69]=[CH:70][CH:71]=2)[CH:78]=[CH:77][CH:76]=1)=[O:9])([O-:3])=[O:2]. The catalyst class is: 3. (3) Reactant: [Cl:1][C:2]1[CH:3]=[C:4]2[C:8](=[CH:9][CH:10]=1)[NH:7][C:6]([C:11]([OH:13])=O)=[CH:5]2.[NH2:14][C@H:15]1[CH2:23][C:22]2[C:17](=[CH:18][CH:19]=[CH:20][CH:21]=2)[C@@H:16]1[NH:24][C:25](=[O:31])[O:26][C:27]([CH3:30])([CH3:29])[CH3:28].CCN(C(C)C)C(C)C.C1C=CC2N(O)N=NC=2C=1.CCN=C=NCCCN(C)C. Product: [Cl:1][C:2]1[CH:3]=[C:4]2[C:8](=[CH:9][CH:10]=1)[NH:7][C:6]([C:11]([NH:14][C@H:15]1[CH2:23][C:22]3[C:17](=[CH:18][CH:19]=[CH:20][CH:21]=3)[C@@H:16]1[NH:24][C:25](=[O:31])[O:26][C:27]([CH3:29])([CH3:28])[CH3:30])=[O:13])=[CH:5]2. The catalyst class is: 2. (4) Reactant: Br[C:2]1[N:6]([CH3:7])[CH:5]=[N:4][CH:3]=1.C([Mg]Br)C.CON(C)[C:15](=[O:22])[C:16]1[CH:21]=[CH:20][CH:19]=[CH:18][CH:17]=1.Cl. Product: [CH3:7][N:6]1[C:2]([C:15]([C:16]2[CH:21]=[CH:20][CH:19]=[CH:18][CH:17]=2)=[O:22])=[CH:3][N:4]=[CH:5]1. The catalyst class is: 46. (5) Reactant: F[C:2]1[CH:9]=[N:8][CH:7]=[CH:6][C:3]=1[C:4]#[N:5].O.[NH2:11][NH2:12]. Product: [NH:11]1[C:6]2=[CH:7][N:8]=[CH:9][CH:2]=[C:3]2[C:4]([NH2:5])=[N:12]1. The catalyst class is: 8.